Task: Predict the reaction yield, written as a fraction of the theoretical maximum amount of product (1.0 means a 100% yield; for example, 0.34 means a 34% yield).. Dataset: Reaction yield outcomes from USPTO patents with 853,638 reactions (1) The reactants are CC1(C)C(C)(C)OB([C:9]2[CH:14]=[CH:13][C:12]([C:15]([F:18])([F:17])[F:16])=[CH:11][CH:10]=2)O1.Br[C:21]1[CH:22]=[CH:23][C:24]([F:29])=[C:25]([CH:28]=1)[C:26]#[N:27].C(=O)([O-])[O-].[K+].[K+].O. The catalyst is CN(C=O)C.C1C=CC([P]([Pd]([P](C2C=CC=CC=2)(C2C=CC=CC=2)C2C=CC=CC=2)([P](C2C=CC=CC=2)(C2C=CC=CC=2)C2C=CC=CC=2)[P](C2C=CC=CC=2)(C2C=CC=CC=2)C2C=CC=CC=2)(C2C=CC=CC=2)C2C=CC=CC=2)=CC=1. The product is [F:29][C:24]1[CH:23]=[CH:22][C:21]([C:9]2[CH:10]=[CH:11][C:12]([C:15]([F:16])([F:17])[F:18])=[CH:13][CH:14]=2)=[CH:28][C:25]=1[C:26]#[N:27]. The yield is 0.370. (2) The reactants are [Cl:1][C:2]1[N:11]=[C:10](Cl)[C:9]2[CH2:8][CH2:7][CH2:6][CH:5]([C:13]3[CH:18]=[CH:17][C:16]([F:19])=[CH:15][CH:14]=3)[C:4]=2[N:3]=1.[Cl-].[NH4+]. The catalyst is CC(C)=O.O.[Zn]. The product is [Cl:1][C:2]1[N:11]=[CH:10][C:9]2[CH2:8][CH2:7][CH2:6][CH:5]([C:13]3[CH:18]=[CH:17][C:16]([F:19])=[CH:15][CH:14]=3)[C:4]=2[N:3]=1. The yield is 0.197. (3) The reactants are C([C@@H]1CC[C@@H](C)C[C@H]1OC(=O)[NH:13][C@@H:14]([C:19]1[CH:24]=[CH:23][CH:22]=[CH:21][N:20]=1)[C:15]([F:18])([F:17])[F:16])(C)C.C(O)(C(F)(F)F)=O.OS(C(F)(F)F)(=O)=O. The catalyst is ClCCl. The product is [F:18][C:15]([F:16])([F:17])[C@@H:14]([NH2:13])[C:19]1[CH:24]=[CH:23][CH:22]=[CH:21][N:20]=1. The yield is 0.630. (4) The reactants are [OH:1][C:2]1[CH:7]=[CH:6][C:5]([C:8]([C:10]2[CH:15]=[CH:14][CH:13]=[C:12]([CH3:16])[CH:11]=2)=[O:9])=[CH:4][CH:3]=1.Cl[C:18]1[C:27]2[C:22](=[CH:23][C:24]([O:30][CH3:31])=[C:25]([O:28][CH3:29])[CH:26]=2)[N:21]=[CH:20][CH:19]=1.C(=O)([O-])O.[Na+]. The catalyst is C1(C)C(C)=CC=CC=1.CN(C)C1C=CN=CC=1. The product is [CH3:29][O:28][C:25]1[CH:26]=[C:27]2[C:22](=[CH:23][C:24]=1[O:30][CH3:31])[N:21]=[CH:20][CH:19]=[C:18]2[O:1][C:2]1[CH:3]=[CH:4][C:5]([C:8]([C:10]2[CH:15]=[CH:14][CH:13]=[C:12]([CH3:16])[CH:11]=2)=[O:9])=[CH:6][CH:7]=1. The yield is 0.450.